From a dataset of Forward reaction prediction with 1.9M reactions from USPTO patents (1976-2016). Predict the product of the given reaction. (1) Given the reactants O[C:2]1[C:3]2[N:11]=[CH:10][CH:9]=[C:8]([C:12]([NH2:14])=[O:13])[C:4]=2[N:5]=[CH:6][N:7]=1.Cl.[NH2:16][C@@H:17]([C:35]1[CH:40]=[CH:39][C:38]([F:41])=[C:37]([C:42]([F:45])([F:44])[F:43])[CH:36]=1)[CH2:18][N:19]([CH:32]([CH3:34])[CH3:33])S(C1C=CC([N+]([O-])=O)=CC=1)(=O)=O, predict the reaction product. The product is: [F:41][C:38]1[CH:39]=[CH:40][C:35]([C@H:17]([NH:16][C:2]2[C:3]3[N:11]=[CH:10][CH:9]=[C:8]([C:12]([NH2:14])=[O:13])[C:4]=3[N:5]=[CH:6][N:7]=2)[CH2:18][NH:19][CH:32]([CH3:34])[CH3:33])=[CH:36][C:37]=1[C:42]([F:43])([F:44])[F:45]. (2) Given the reactants [CH:1]1([NH:4][C:5](=[O:44])[NH:6][C:7]2[CH:42]=[CH:41][C:10]([O:11][C:12]3[CH:17]=[CH:16][N:15]=[C:14]4[CH:18]=[C:19]([C:21]5[N:26]=[CH:25][C:24]([CH2:27][CH2:28][N:29]([CH2:37][CH2:38][O:39][CH3:40])C(=O)OC(C)(C)C)=[CH:23][CH:22]=5)[S:20][C:13]=34)=[C:9]([F:43])[CH:8]=2)[CH2:3][CH2:2]1.C(O)(C(F)(F)F)=O, predict the reaction product. The product is: [CH:1]1([NH:4][C:5]([NH:6][C:7]2[CH:42]=[CH:41][C:10]([O:11][C:12]3[CH:17]=[CH:16][N:15]=[C:14]4[CH:18]=[C:19]([C:21]5[CH:22]=[CH:23][C:24]([CH2:27][CH2:28][NH:29][CH2:37][CH2:38][O:39][CH3:40])=[CH:25][N:26]=5)[S:20][C:13]=34)=[C:9]([F:43])[CH:8]=2)=[O:44])[CH2:3][CH2:2]1.